This data is from Full USPTO retrosynthesis dataset with 1.9M reactions from patents (1976-2016). The task is: Predict the reactants needed to synthesize the given product. (1) Given the product [Br:1][C:2]1[CH:7]=[CH:6][C:5]([C:8](=[N:17][C:13]([CH3:16])([CH3:15])[CH3:14])[CH2:9][CH2:10][CH3:11])=[CH:4][CH:3]=1, predict the reactants needed to synthesize it. The reactants are: [Br:1][C:2]1[CH:7]=[CH:6][C:5]([C:8](=O)[CH2:9][CH2:10][CH3:11])=[CH:4][CH:3]=1.[C:13]([NH2:17])([CH3:16])([CH3:15])[CH3:14]. (2) Given the product [OH:30][CH2:31][C:32]1[CH:37]=[CH:36][C:35]([C:2]2[N:7]=[C:6]([NH:8][C@H:9]([C:11]3[CH:12]=[C:13]([NH:17][C:18](=[O:29])[C:19]4[CH:24]=[CH:23][CH:22]=[C:21]([C:25]([F:28])([F:27])[F:26])[CH:20]=4)[CH:14]=[CH:15][CH:16]=3)[CH3:10])[CH:5]=[N:4][CH:3]=2)=[CH:34][CH:33]=1, predict the reactants needed to synthesize it. The reactants are: Cl[C:2]1[N:7]=[C:6]([NH:8][C@H:9]([C:11]2[CH:12]=[C:13]([NH:17][C:18](=[O:29])[C:19]3[CH:24]=[CH:23][CH:22]=[C:21]([C:25]([F:28])([F:27])[F:26])[CH:20]=3)[CH:14]=[CH:15][CH:16]=2)[CH3:10])[CH:5]=[N:4][CH:3]=1.[OH:30][CH2:31][C:32]1[CH:37]=[CH:36][C:35](B(O)O)=[CH:34][CH:33]=1.C(=O)([O-])[O-].[Na+].[Na+].[Cl-].[Na+].O.O. (3) Given the product [CH:8]1([N:11]([C:5](=[O:7])[CH2:4][CH2:3][O:2][CH3:1])[CH2:12][CH2:13][C@H:14]2[CH2:19][CH2:18][C@@H:17]([N:20]([CH:37]([CH3:39])[CH3:38])[C:21](=[O:36])[C:22]3[CH:27]=[CH:26][C:25]([O:28][CH3:29])=[C:24]([O:30][CH2:31][CH2:32][CH2:33][O:34][CH3:35])[CH:23]=3)[CH2:16][N:15]2[C:40]([O:42][C:43]([CH3:45])([CH3:44])[CH3:46])=[O:41])[CH2:10][CH2:9]1, predict the reactants needed to synthesize it. The reactants are: [CH3:1][O:2][CH2:3][CH2:4][C:5]([OH:7])=O.[CH:8]1([NH:11][CH2:12][CH2:13][C@@H:14]2[CH2:19][CH2:18][C@@H:17]([N:20]([CH:37]([CH3:39])[CH3:38])[C:21](=[O:36])[C:22]3[CH:27]=[CH:26][C:25]([O:28][CH3:29])=[C:24]([O:30][CH2:31][CH2:32][CH2:33][O:34][CH3:35])[CH:23]=3)[CH2:16][N:15]2[C:40]([O:42][C:43]([CH3:46])([CH3:45])[CH3:44])=[O:41])[CH2:10][CH2:9]1. (4) Given the product [F:1][C:2]1[CH:3]=[C:4]([C:18]2[CH:19]=[CH:20][C:21]([C:23]3[CH:28]=[CH:27][C:26]([CH2:29][CH2:30][CH3:31])=[CH:25][CH:24]=3)=[CH:22][C:17]=2[F:16])[CH:5]=[C:6]([F:8])[CH:7]=1, predict the reactants needed to synthesize it. The reactants are: [F:1][C:2]1[CH:3]=[C:4](Br)[CH:5]=[C:6]([F:8])[CH:7]=1.C(=O)([O-])[O-].[K+].[K+].[F:16][C:17]1[CH:22]=[C:21]([C:23]2[CH:28]=[CH:27][C:26]([CH2:29][CH2:30][CH3:31])=[CH:25][CH:24]=2)[CH:20]=[CH:19][C:18]=1B(O)O.